This data is from Full USPTO retrosynthesis dataset with 1.9M reactions from patents (1976-2016). The task is: Predict the reactants needed to synthesize the given product. (1) Given the product [CH3:2][C:3]1[C:4]([CH2:13][CH2:14][N:15]2[CH2:16][CH2:17][CH:18]([NH:21][C:31]([C:29]3[CH:28]=[CH:27][C:26]4=[N:22][O:23][N:24]=[C:25]4[CH:30]=3)=[O:32])[CH2:19][CH2:20]2)=[CH:5][CH:6]=[C:7]2[C:11]=1[CH2:10][O:9][C:8]2=[O:12], predict the reactants needed to synthesize it. The reactants are: [Cl-].[CH3:2][C:3]1[C:11]2[CH2:10][O:9][C:8](=[O:12])[C:7]=2[CH:6]=[CH:5][C:4]=1[CH2:13][CH2:14][N:15]1[CH2:20][CH2:19][CH:18]([NH3+:21])[CH2:17][CH2:16]1.[N:22]1[O:23][N:24]=[C:25]2[CH:30]=[C:29]([C:31](O)=[O:32])[CH:28]=[CH:27][C:26]=12.CCN(C(C)C)C(C)C.C(Cl)CCl. (2) Given the product [CH3:1][N:2]1[CH:6]=[CH:5][C:4]([C:17]2[S:18][CH:19]=[C:20](/[CH:22]=[CH:23]/[C:24]([O:26][CH2:27][CH3:28])=[O:25])[N:21]=2)=[N:3]1, predict the reactants needed to synthesize it. The reactants are: [CH3:1][N:2]1[CH:6]=[C:5](B2OC(C)(C)C(C)(C)O2)[CH:4]=[N:3]1.Br[C:17]1[S:18][CH:19]=[C:20](/[CH:22]=[CH:23]/[C:24]([O:26][CH2:27][CH3:28])=[O:25])[N:21]=1.C([O-])([O-])=O.[Na+].[Na+]. (3) Given the product [F:52][C:51]([F:54])([F:53])[C:49]([OH:55])=[O:50].[CH2:1]([O:4][C:5](=[O:48])[C@@H:6]([NH:25][C:26](=[O:47])[C:27]1[C:28]([Cl:46])=[CH:29][C:30]([O:34][CH2:35][CH2:36][CH2:37][NH2:38])=[CH:31][C:32]=1[Cl:33])[CH2:7][C:8]1[CH:9]=[CH:10][C:11]([C:14]2[C:15](=[O:24])[N:16]([CH3:23])[C:17](=[O:22])[N:18]([CH3:21])[C:19]=2[CH3:20])=[CH:12][CH:13]=1)[CH2:2][CH3:3], predict the reactants needed to synthesize it. The reactants are: [CH2:1]([O:4][C:5](=[O:48])[C@@H:6]([NH:25][C:26](=[O:47])[C:27]1[C:32]([Cl:33])=[CH:31][C:30]([O:34][CH2:35][CH2:36][CH2:37][NH:38]C(OC(C)(C)C)=O)=[CH:29][C:28]=1[Cl:46])[CH2:7][C:8]1[CH:13]=[CH:12][C:11]([C:14]2[C:15](=[O:24])[N:16]([CH3:23])[C:17](=[O:22])[N:18]([CH3:21])[C:19]=2[CH3:20])=[CH:10][CH:9]=1)[CH2:2][CH3:3].[C:49]([OH:55])([C:51]([F:54])([F:53])[F:52])=[O:50]. (4) Given the product [C:5]1([C:8]2[CH:13]=[CH:12][CH:11]=[CH:10][CH:9]=2)[CH:6]=[CH:7][C:2]([NH:15][C:16]2[CH:17]=[CH:18][C:19]([C:22]3[CH:27]=[CH:26][C:25]([NH:15][C:16]4[CH:17]=[CH:18][C:19]([C:22]5[CH:27]=[CH:26][CH:25]=[CH:24][CH:23]=5)=[CH:20][CH:21]=4)=[CH:24][CH:23]=3)=[CH:20][CH:21]=2)=[CH:3][CH:4]=1, predict the reactants needed to synthesize it. The reactants are: I[C:2]1[CH:7]=[CH:6][C:5]([C:8]2[CH:13]=[CH:12][C:11](I)=[CH:10][CH:9]=2)=[CH:4][CH:3]=1.[NH2:15][C:16]1[CH:21]=[CH:20][C:19]([C:22]2[CH:27]=[CH:26][CH:25]=[CH:24][CH:23]=2)=[CH:18][CH:17]=1.C(=O)([O-])[O-].[K+].[K+].